This data is from Clinical trial toxicity outcomes and FDA approval status for drugs. The task is: Regression/Classification. Given a drug SMILES string, predict its toxicity properties. Task type varies by dataset: regression for continuous values (e.g., LD50, hERG inhibition percentage) or binary classification for toxic/non-toxic outcomes (e.g., AMES mutagenicity, cardiotoxicity, hepatotoxicity). Dataset: clintox. The compound is CCC(C)C([NH3+])C1=NC(C(=O)NC(CC(C)C)C(=O)NC(CCC(=O)[O-])C(=O)NC(C(=O)NC2CCCCNC(=O)C(CC(N)=O)NC(=O)C(CC(=O)[O-])NC(=O)C(CC3C=NC=[NH+]3)NC(=O)C(Cc3ccccc3)NC(=O)C(C(C)CC)NC(=O)C(CCC[NH3+])NC2=O)C(C)CC)CS1. The result is 0 (passed clinical trial).